This data is from Retrosynthesis with 50K atom-mapped reactions and 10 reaction types from USPTO. The task is: Predict the reactants needed to synthesize the given product. (1) Given the product CC(C)c1cc(CN2C(=O)C3(COc4cc5c(cc43)OCO5)c3ccccc32)on1, predict the reactants needed to synthesize it. The reactants are: CC(C)c1cc(CO)on1.O=C1Nc2ccccc2C12COc1cc3c(cc12)OCO3. (2) Given the product Cc1ccc(NC(=O)c2cc(Oc3ccc(C(=O)N(C)C)c(F)c3)c3c(c2)OC(C)(CO)C3)nc1, predict the reactants needed to synthesize it. The reactants are: CN(C)C(=O)c1ccc(Oc2cc(C(=O)OC(C)(C)C)cc3c2CC(C)(CO)O3)cc1F.Cc1ccc(N)nc1.